This data is from Full USPTO retrosynthesis dataset with 1.9M reactions from patents (1976-2016). The task is: Predict the reactants needed to synthesize the given product. (1) Given the product [F:38][C:39]([F:44])([F:43])[C:40]([OH:42])=[O:41].[C:30]([C@H:26]1[CH2:27][CH2:28][CH2:29][N:25]1[C:23](=[O:24])[CH2:22][CH2:21][N:16]([CH2:17][CH2:18][O:19][CH3:20])[CH2:15][CH2:14][C:13]([N:9]1[CH2:10][CH2:11][CH2:12][C@@H:8]1[C:6]([OH:7])=[O:5])=[O:37])([OH:32])=[O:31], predict the reactants needed to synthesize it. The reactants are: C([O:5][C:6]([C@H:8]1[CH2:12][CH2:11][CH2:10][N:9]1[C:13](=[O:37])[CH2:14][CH2:15][N:16]([CH2:21][CH2:22][C:23]([N:25]1[CH2:29][CH2:28][CH2:27][C@@H:26]1[C:30]([O:32]C(C)(C)C)=[O:31])=[O:24])[CH2:17][CH2:18][O:19][CH3:20])=[O:7])(C)(C)C.[F:38][C:39]([F:44])([F:43])[C:40]([OH:42])=[O:41]. (2) Given the product [C:1]([C:4]1[CH:33]=[CH:32][C:7]([O:8][CH2:9][C:10]2[CH:11]=[CH:12][C:13]([CH:16]([O:25][CH3:26])[C:17]3[CH:18]=[C:19]([CH:22]=[CH:23][CH:24]=3)[C:20]#[N:21])=[CH:14][CH:15]=2)=[C:6]([CH2:34][CH2:35][CH3:36])[C:5]=1[OH:37])(=[O:3])[CH3:2], predict the reactants needed to synthesize it. The reactants are: [C:1]([C:4]1[CH:33]=[CH:32][C:7]([O:8][CH2:9][C:10]2[CH:15]=[CH:14][C:13]([CH:16]([O:25][CH:26]3CCCCO3)[C:17]3[CH:18]=[C:19]([CH:22]=[CH:23][CH:24]=3)[C:20]#[N:21])=[CH:12][CH:11]=2)=[C:6]([CH2:34][CH2:35][CH3:36])[C:5]=1[OH:37])(=[O:3])[CH3:2].OCC1C=CC(C(OC)C2C=C(C=CC=2)C#N)=CC=1.